Dataset: Catalyst prediction with 721,799 reactions and 888 catalyst types from USPTO. Task: Predict which catalyst facilitates the given reaction. (1) The catalyst class is: 1. Reactant: [O:1]1[C:6]2[CH:7]=[CH:8][CH:9]=[CH:10][C:5]=2[O:4][CH2:3][C@@H:2]1[C:11]([N:13]1[CH2:18][CH2:17][CH2:16][C@H:15]([C:19]2[CH:24]=[CH:23][CH:22]=[C:21]([OH:25])[CH:20]=2)[CH2:14]1)=O. Product: [O:1]1[C:6]2[CH:7]=[CH:8][CH:9]=[CH:10][C:5]=2[O:4][CH2:3][C@@H:2]1[CH2:11][N:13]1[CH2:18][CH2:17][CH2:16][C@H:15]([C:19]2[CH:20]=[C:21]([OH:25])[CH:22]=[CH:23][CH:24]=2)[CH2:14]1. (2) Reactant: [OH:1][CH:2]([CH3:45])[C:3]([CH3:44])([CH3:43])[O:4][C:5]1[CH:10]=[CH:9][C:8]([N:11]2[C:16](=[O:17])[C:15]([CH2:18][C:19]3[CH:24]=[CH:23][C:22]([C:25]4[CH:30]=[CH:29][CH:28]=[CH:27][C:26]=4[C:31]4[NH:35][C:34](=[O:36])[O:33][N:32]=4)=[CH:21][CH:20]=3)=[C:14]([CH2:37][CH2:38][CH3:39])[N:13]3[N:40]=[CH:41][N:42]=[C:12]23)=[CH:7][CH:6]=1.CC(OI1(OC(C)=O)(OC(C)=O)OC(=O)C2C1=CC=CC=2)=O.C(OCC)(=O)C.S([O-])([O-])(=O)=S.[Na+].[Na+]. Product: [CH3:44][C:3]([CH3:43])([O:4][C:5]1[CH:10]=[CH:9][C:8]([N:11]2[C:16](=[O:17])[C:15]([CH2:18][C:19]3[CH:20]=[CH:21][C:22]([C:25]4[CH:30]=[CH:29][CH:28]=[CH:27][C:26]=4[C:31]4[NH:35][C:34](=[O:36])[O:33][N:32]=4)=[CH:23][CH:24]=3)=[C:14]([CH2:37][CH2:38][CH3:39])[N:13]3[N:40]=[CH:41][N:42]=[C:12]23)=[CH:7][CH:6]=1)[C:2](=[O:1])[CH3:45]. The catalyst class is: 34. (3) Reactant: [CH:1]1([NH:4][C:5]([C@@H:7]2[C@@H:9]([CH2:10][C:11]3[CH:16]=[CH:15][CH:14]=[CH:13][CH:12]=3)[O:8]2)=[O:6])[CH2:3][CH2:2]1.[C:17](#[N:21])[CH:18]([CH3:20])[CH3:19].C(=O)([O-])O.[Na+]. Product: [CH:1]1([NH:4][C:5]([C@H:7]2[O:8][C:17]([CH:18]([CH3:20])[CH3:19])=[N:21][C@H:9]2[CH2:10][C:11]2[CH:16]=[CH:15][CH:14]=[CH:13][CH:12]=2)=[O:6])[CH2:3][CH2:2]1. The catalyst class is: 13. (4) The catalyst class is: 49. Reactant: [C:1]([C:3]1[CH:8]=[CH:7][C:6]([C:9]2[N:10]=[C:11]([C@H:14]([CH3:31])[C@:15]([C:23]3[CH:28]=[CH:27][C:26]([F:29])=[CH:25][C:24]=3[F:30])([OH:22])[CH2:16][N:17]3[CH:21]=[N:20][CH:19]=[N:18]3)[S:12][CH:13]=2)=[CH:5][CH:4]=1)#[N:2].[H-].[K+].Cl[C:35]([O:37][CH2:38][Cl:39])=[O:36]. Product: [C:1]([C:3]1[CH:8]=[CH:7][C:6]([C:9]2[N:10]=[C:11]([C@H:14]([CH3:31])[C@:15]([C:23]3[CH:28]=[CH:27][C:26]([F:29])=[CH:25][C:24]=3[F:30])([O:22][C:35]([O:37][CH2:38][Cl:39])=[O:36])[CH2:16][N:17]3[CH:21]=[N:20][CH:19]=[N:18]3)[S:12][CH:13]=2)=[CH:5][CH:4]=1)#[N:2]. (5) The catalyst class is: 3. Product: [C:17]([O:21][C:22](=[O:35])[NH:23][CH2:24][C:25]1[CH:30]=[CH:29][C:28]([Cl:31])=[C:27]([NH:32][C:33]2[NH:16][C:10]3[CH:9]=[C:8]([N:5]4[CH2:6][CH2:7][C:3]5([CH2:1][CH2:2]5)[CH2:4]4)[C:13]([Cl:14])=[CH:12][C:11]=3[N:15]=2)[CH:26]=1)([CH3:20])([CH3:19])[CH3:18]. Reactant: [CH2:1]1[C:3]2([CH2:7][CH2:6][N:5]([C:8]3[CH:9]=[C:10]([NH2:16])[C:11]([NH2:15])=[CH:12][C:13]=3[Cl:14])[CH2:4]2)[CH2:2]1.[C:17]([O:21][C:22](=[O:35])[NH:23][CH2:24][C:25]1[CH:30]=[CH:29][C:28]([Cl:31])=[C:27]([N:32]=[C:33]=S)[CH:26]=1)([CH3:20])([CH3:19])[CH3:18]. (6) Reactant: [OH:1][C:2]1[CH:7]=[CH:6][C:5]([C:8]([N:10]2[CH2:15][CH2:14][O:13][CH2:12][CH2:11]2)=[O:9])=[C:4]([O:16][CH3:17])[CH:3]=1.[F:18][C:19]([F:39])([F:38])[S:20](N(C1C=CC(Cl)=CN=1)[S:20]([C:19]([F:39])([F:38])[F:18])(=[O:22])=[O:21])(=[O:22])=[O:21]. Product: [CH3:17][O:16][C:4]1[CH:3]=[C:2]([O:1][S:20]([C:19]([F:39])([F:38])[F:18])(=[O:22])=[O:21])[CH:7]=[CH:6][C:5]=1[C:8]([N:10]1[CH2:11][CH2:12][O:13][CH2:14][CH2:15]1)=[O:9]. The catalyst class is: 1. (7) Reactant: [CH2:1]([N:4]1C[CH2:8][CH2:7][CH2:6][C:5]1=O)[CH2:2][CH3:3].[OH-].[Na+].Cl.[C:14](=[O:17])([O-])[O-:15].[Na+].[Na+].[Br:20][C:21]1[CH:22]=[CH:23][C:24](F)=[C:25]([CH:28]=1)[CH:26]=[O:27]. Product: [Br:20][C:21]1[CH:22]=[CH:23][C:24]([N:4]([CH2:5][CH2:6][CH2:7][CH2:8][C:14]([OH:15])=[O:17])[CH2:1][CH2:2][CH3:3])=[C:25]([CH:26]=[O:27])[CH:28]=1. The catalyst class is: 374. (8) Reactant: [OH:1][CH:2]1[CH2:5][N:4]([C:6]([O:8][C:9]([CH3:12])([CH3:11])[CH3:10])=[O:7])[CH2:3]1.C(N(CC)CC)C.[CH3:20][S:21](Cl)(=[O:23])=[O:22]. Product: [CH3:20][S:21]([O:1][CH:2]1[CH2:3][N:4]([C:6]([O:8][C:9]([CH3:12])([CH3:11])[CH3:10])=[O:7])[CH2:5]1)(=[O:23])=[O:22]. The catalyst class is: 279. (9) Reactant: C([O:3][P:4](/[CH:9]=[CH:10]/[C:11]1[C:20](=[O:21])[C:19]2[C:14](=[CH:15][C:16]([NH:23][CH:24]3[CH2:29][CH2:28][CH2:27][CH2:26][CH2:25]3)=[C:17]([F:22])[CH:18]=2)[N:13]([CH:30]([CH2:33][CH3:34])[CH2:31][CH3:32])[CH:12]=1)(=[O:8])[O:5]CC)C.Br[Si](C)(C)C.C(O)C. Product: [CH:24]1([NH:23][C:16]2[CH:15]=[C:14]3[C:19]([C:20](=[O:21])[C:11](/[CH:10]=[CH:9]/[P:4](=[O:3])([OH:8])[OH:5])=[CH:12][N:13]3[CH:30]([CH2:31][CH3:32])[CH2:33][CH3:34])=[CH:18][C:17]=2[F:22])[CH2:29][CH2:28][CH2:27][CH2:26][CH2:25]1. The catalyst class is: 22. (10) Reactant: [NH2:1][C:2]1[S:6][C:5]([C:7]([O:9][C:10]([CH3:13])([CH3:12])[CH3:11])=[O:8])=[C:4]([CH3:14])[C:3]=1[C:15]([O:17][CH2:18][CH3:19])=[O:16].[CH:20]1N=C[N:22]([C:25](N2C=NC=C2)=[O:26])[CH:21]=1.C(N(CC)CC)C.C(N)C. Product: [CH2:21]([NH:22][C:25]([NH:1][C:2]1[S:6][C:5]([C:7]([O:9][C:10]([CH3:11])([CH3:12])[CH3:13])=[O:8])=[C:4]([CH3:14])[C:3]=1[C:15]([O:17][CH2:18][CH3:19])=[O:16])=[O:26])[CH3:20]. The catalyst class is: 410.